Dataset: Full USPTO retrosynthesis dataset with 1.9M reactions from patents (1976-2016). Task: Predict the reactants needed to synthesize the given product. (1) Given the product [Cl:39][C:40]1[CH:41]=[CH:42][C:43]([C:44]([NH:46][CH:47]([CH2:53][C:54]2[C:63]3[C:58](=[CH:59][CH:60]=[CH:61][CH:62]=3)[NH:57][C:56](=[O:64])[CH:55]=2)[C:48]([OH:50])=[O:49])=[O:45])=[CH:70][CH:71]=1, predict the reactants needed to synthesize it. The reactants are: [O-]CC.[Na+].ClC1C=CC(C(NC(C(OCC)=O)C(OCC)=O)=O)=CC=1.BrCC1C2C(=CC=CC=2)NC(=O)C=1.[Cl:39][C:40]1[CH:71]=[CH:70][C:43]([C:44]([NH:46][C:47](C(OCC)=O)([CH2:53][C:54]2[C:63]3[C:58](=[CH:59][CH:60]=[CH:61][CH:62]=3)[NH:57][C:56](=[O:64])[CH:55]=2)[C:48]([O:50]CC)=[O:49])=[O:45])=[CH:42][CH:41]=1.[OH-].[K+]. (2) Given the product [C:25]([O:29][C:30]([NH:31][C:32]1[CH:37]=[CH:36][CH:35]=[CH:34][C:33]=1[NH:38][C:41](=[O:40])[C:42]1[CH:50]=[CH:49][C:45]([CH2:46][OH:47])=[CH:44][CH:43]=1)=[O:39])([CH3:28])([CH3:26])[CH3:27], predict the reactants needed to synthesize it. The reactants are: CN(C(ON1N=NC2C=CC=NC1=2)=[N+](C)C)C.F[P-](F)(F)(F)(F)F.[C:25]([O:29][C:30](=[O:39])[NH:31][C:32]1[CH:37]=[CH:36][CH:35]=[CH:34][C:33]=1[NH2:38])([CH3:28])([CH3:27])[CH3:26].[OH:40][CH2:41][C:42]1[CH:50]=[CH:49][C:45]([C:46](O)=[O:47])=[CH:44][CH:43]=1.C(N(CC)C(C)C)(C)C.